Dataset: Peptide-MHC class II binding affinity with 134,281 pairs from IEDB. Task: Regression. Given a peptide amino acid sequence and an MHC pseudo amino acid sequence, predict their binding affinity value. This is MHC class II binding data. The peptide sequence is IEGITLLNAKFFHMN. The MHC is DRB1_0405 with pseudo-sequence DRB1_0405. The binding affinity (normalized) is 0.423.